This data is from Full USPTO retrosynthesis dataset with 1.9M reactions from patents (1976-2016). The task is: Predict the reactants needed to synthesize the given product. Given the product [Br:33][C:26]1[CH:25]=[CH:30][C:29]([N:5]2[CH:4]=[C:3]([CH2:2][OH:1])[CH:7]=[N:6]2)=[CH:28][C:27]=1[O:31][CH3:32], predict the reactants needed to synthesize it. The reactants are: [OH:1][CH2:2][C:3]1[CH:4]=[N:5][NH:6][CH:7]=1.C(=NO)C1C(=CC=CC=1)O.C(=O)([O-])[O-].[Cs+].[Cs+].I[C:25]1[C:26]([Br:33])=[C:27]([O:31][CH3:32])[CH:28]=[CH:29][CH:30]=1.